Predict which catalyst facilitates the given reaction. From a dataset of Catalyst prediction with 721,799 reactions and 888 catalyst types from USPTO. Reactant: [CH3:1][N:2]1[C:10]2[C:5](=[CH:6][CH:7]=[C:8]([C:11](OC)=[O:12])[CH:9]=2)[CH:4]=[N:3]1.[H-].[H-].[H-].[H-].[Li+].[Al+3].O. Product: [CH3:1][N:2]1[C:10]2[C:5](=[CH:6][CH:7]=[C:8]([CH2:11][OH:12])[CH:9]=2)[CH:4]=[N:3]1. The catalyst class is: 1.